Dataset: Reaction yield outcomes from USPTO patents with 853,638 reactions. Task: Predict the reaction yield, written as a fraction of the theoretical maximum amount of product (1.0 means a 100% yield; for example, 0.34 means a 34% yield). (1) The reactants are P(Cl)(Cl)(Cl)=O.[F:6][C:7]1[CH:12]=[CH:11][C:10]([C:13](=O)[CH2:14][C:15]2[CH:20]=[CH:19][N:18]=[CH:17][CH:16]=2)=[CH:9][CH:8]=1.[OH-:22].[Na+].[C:24](OCC)(=[S:26])[CH3:25].C(N([CH2:35][CH3:36])CC)C.CN(C)[CH:39]=[O:40]. The catalyst is ClCCl.O. The product is [CH2:35]([O:22][C:39]([C:24]1[S:26][C:13]([C:10]2[CH:11]=[CH:12][C:7]([F:6])=[CH:8][CH:9]=2)=[C:14]([C:15]2[CH:20]=[CH:19][N:18]=[CH:17][CH:16]=2)[CH:25]=1)=[O:40])[CH3:36]. The yield is 0.550. (2) The reactants are [CH3:1][C:2]1[CH:7]=[CH:6][C:5]([SH:8])=[CH:4][CH:3]=1.I[CH2:10][CH3:11].C(=O)([O-])[O-].[K+].[K+]. The catalyst is CC(C)=O. The product is [CH2:10]([S:8][C:5]1[CH:6]=[CH:7][C:2]([CH3:1])=[CH:3][CH:4]=1)[CH3:11]. The yield is 0.990. (3) The reactants are CC(C)([O-])C.[K+].[F:7][C:8]1[CH:9]=[C:10]2[C:14](=[CH:15][CH:16]=1)[NH:13][C:12]([CH3:17])=[CH:11]2.Cl[NH2:19].CCOCC. The catalyst is CN(C=O)C. The product is [F:7][C:8]1[CH:9]=[C:10]2[C:14](=[CH:15][CH:16]=1)[N:13]([NH2:19])[C:12]([CH3:17])=[CH:11]2. The yield is 0.220. (4) The reactants are Cl[C:2]1[CH:16]=[C:5]2C(=O)[N:7]3[N:13]=[C:12]([Cl:14])[CH:11]=[C:8]3[C:9](=[O:10])[N:4]2N=1.NC1C=C[C:21]([C:24]([F:27])([F:26])[F:25])=[CH:20][N:19]=1. The catalyst is CN(C1C=CN=CC=1)C.C(Cl)Cl. The product is [Cl:14][C:12]1[NH:13][N:7]=[C:8]([C:9]([NH:4][C:5]2[CH:16]=[CH:2][C:21]([C:24]([F:27])([F:26])[F:25])=[CH:20][N:19]=2)=[O:10])[CH:11]=1. The yield is 0.520. (5) The reactants are P(Cl)(Cl)([Cl:3])=O.[O:6]1[C:14]2[CH:13]=[CH:12][NH:11][C:10](=O)[C:9]=2[CH:8]=[CH:7]1. No catalyst specified. The product is [Cl:3][C:10]1[C:9]2[CH:8]=[CH:7][O:6][C:14]=2[CH:13]=[CH:12][N:11]=1. The yield is 0.510. (6) The reactants are C(NC(C)C)(C)C.C([Li])CCC.[CH2:13]([SnH:17]([CH2:22][CH2:23][CH2:24][CH3:25])[CH2:18][CH2:19][CH2:20][CH3:21])[CH2:14][CH2:15][CH3:16].[CH2:26]=[O:27]. The catalyst is O.O1CCCC1. The product is [CH2:22]([Sn:17]([CH2:26][OH:27])([CH2:13][CH2:14][CH2:15][CH3:16])[CH2:18][CH2:19][CH2:20][CH3:21])[CH2:23][CH2:24][CH3:25]. The yield is 0.800. (7) The reactants are [C:1]([N:4]1[CH2:9][CH2:8][CH:7]([C:10](Cl)=[O:11])[CH2:6][CH2:5]1)(=[O:3])[CH3:2].[CH2:13]([O:15]C#C)[CH3:14].[CH2:18](N(CC)CC)[CH3:19].CCOC(C)=O. The catalyst is C1COCC1.CO. The product is [C:1]([N:4]1[CH2:9][CH2:8][C:7]2([C:13](=[O:15])[CH:14]=[C:10]2[O:11][CH2:18][CH3:19])[CH2:6][CH2:5]1)(=[O:3])[CH3:2]. The yield is 0.670. (8) The reactants are [O:1]=[C:2]1[NH:10]/[C:9](=[N:11]\[NH:12][C:13](=O)[CH2:14][CH2:15][C:16]2[O:17][C:18]([C:21]3[CH:26]=[CH:25][CH:24]=[CH:23][CH:22]=3)=[N:19][N:20]=2)/[N:8]([CH2:28][CH2:29][CH2:30][CH2:31][CH3:32])[C:7]2[N:6]=[CH:5][NH:4][C:3]1=2. The catalyst is C1(C)C=CC=CC=1. The product is [CH2:28]([N:8]1[C:7]2[N:6]=[CH:5][NH:4][C:3]=2[C:2](=[O:1])[N:10]2[C:13]([CH2:14][CH2:15][C:16]3[O:17][C:18]([C:21]4[CH:26]=[CH:25][CH:24]=[CH:23][CH:22]=4)=[N:19][N:20]=3)=[N:12][N:11]=[C:9]12)[CH2:29][CH2:30][CH2:31][CH3:32]. The yield is 0.667.